Dataset: Forward reaction prediction with 1.9M reactions from USPTO patents (1976-2016). Task: Predict the product of the given reaction. (1) Given the reactants COP([CH:7]1[C:15]2[C:10](=[CH:11][CH:12]=[CH:13][CH:14]=2)[C:9](=[O:16])[O:8]1)(=O)OC.[Br:17][C:18]1[CH:23]=[C:22]([CH:24]=O)[CH:21]=[CH:20][N:19]=1.C(N(CC)CC)C, predict the reaction product. The product is: [Br:17][C:18]1[CH:23]=[C:22]([CH:24]=[C:7]2[C:15]3[C:10](=[CH:11][CH:12]=[CH:13][CH:14]=3)[C:9](=[O:16])[O:8]2)[CH:21]=[CH:20][N:19]=1. (2) Given the reactants Cl.[C:2]([C:4]1[C:5]([N:11]=CN(C)C)=[N:6][CH:7]=[C:8]([I:10])[N:9]=1)#[N:3], predict the reaction product. The product is: [NH2:11][C:5]1[C:4]([C:2]#[N:3])=[N:9][C:8]([I:10])=[CH:7][N:6]=1. (3) Given the reactants [Cl:1][C:2]1[CH:10]=[CH:9][C:5]([C:6]([OH:8])=O)=[C:4]([NH:11][S:12]([C:15]2[CH:20]=[CH:19][C:18]([Cl:21])=[C:17]([C:22]([F:25])([F:24])[F:23])[CH:16]=2)(=[O:14])=[O:13])[CH:3]=1.Cl.[CH3:27][NH:28][CH3:29].C([N:33]([CH2:37][CH3:38])[CH:34]([CH3:36])[CH3:35])(C)C.CCCP1(OP(CCC)(=O)OP(CCC)(=O)O1)=[O:43], predict the reaction product. The product is: [CH3:27][N:28]([CH3:29])[C:36]([CH:34]1[CH2:35][CH2:38][CH2:37][N:33]1[C:6](=[O:8])[C:5]1[CH:9]=[CH:10][C:2]([Cl:1])=[CH:3][C:4]=1[NH:11][S:12]([C:15]1[CH:20]=[CH:19][C:18]([Cl:21])=[C:17]([C:22]([F:23])([F:24])[F:25])[CH:16]=1)(=[O:13])=[O:14])=[O:43]. (4) Given the reactants Cl[C:2]1[C:8]2[CH:9]=[CH:10][CH:11]=[CH:12][C:7]=2[O:6][C:5]2[CH:13]=[CH:14][CH:15]=[CH:16][C:4]=2[N:3]=1.C1COCC1.[CH:22]1([Mg]Cl)[CH2:27][CH2:26][CH2:25][CH2:24][CH2:23]1, predict the reaction product. The product is: [CH:22]1([C:2]2[C:8]3[CH:9]=[CH:10][CH:11]=[CH:12][C:7]=3[O:6][C:5]3[CH:13]=[CH:14][CH:15]=[CH:16][C:4]=3[N:3]=2)[CH2:27][CH2:26][CH2:25][CH2:24][CH2:23]1. (5) Given the reactants [C:1]([O:5][C:6](=[O:35])[NH:7][C:8]1([C:12]2[CH:17]=[CH:16][C:15]([C:18]3[C:27]([C:28]4[CH:33]=[CH:32][CH:31]=[CH:30][CH:29]=4)=[CH:26][C:25]4[C:24](=O)[NH:23][CH2:22][CH2:21][C:20]=4[N:19]=3)=[CH:14][CH:13]=2)[CH2:11][CH2:10][CH2:9]1)([CH3:4])([CH3:3])[CH3:2].COC1C=CC(P2(SP(C3C=CC(OC)=CC=3)(=S)S2)=[S:45])=CC=1, predict the reaction product. The product is: [C:1]([O:5][C:6](=[O:35])[NH:7][C:8]1([C:12]2[CH:17]=[CH:16][C:15]([C:18]3[C:27]([C:28]4[CH:33]=[CH:32][CH:31]=[CH:30][CH:29]=4)=[CH:26][C:25]4[C:24](=[S:45])[NH:23][CH2:22][CH2:21][C:20]=4[N:19]=3)=[CH:14][CH:13]=2)[CH2:11][CH2:10][CH2:9]1)([CH3:4])([CH3:3])[CH3:2]. (6) Given the reactants C(OC([NH:8][C:9]1[S:13][C:12]([C:14]2[C:19]([F:20])=[CH:18][CH:17]=[CH:16][C:15]=2[F:21])=[N:11][C:10]=1[C:22]([NH:24][C:25]1[C:26]([N:43]2[CH2:48][CH2:47][CH2:46][C@H:45]([NH:49]C(=O)OC(C)(C)C)[CH2:44]2)=[C:27]2[CH:33]=[CH:32][N:31](S(C3C=CC=CC=3)(=O)=O)[C:28]2=[N:29][CH:30]=1)=[O:23])=O)(C)(C)C.C1COCC1, predict the reaction product. The product is: [NH2:8][C:9]1[S:13][C:12]([C:14]2[C:15]([F:21])=[CH:16][CH:17]=[CH:18][C:19]=2[F:20])=[N:11][C:10]=1[C:22]([NH:24][C:25]1[C:26]([N:43]2[CH2:48][CH2:47][CH2:46][C@H:45]([NH2:49])[CH2:44]2)=[C:27]2[CH:33]=[CH:32][NH:31][C:28]2=[N:29][CH:30]=1)=[O:23].